This data is from Peptide-MHC class I binding affinity with 185,985 pairs from IEDB/IMGT. The task is: Regression. Given a peptide amino acid sequence and an MHC pseudo amino acid sequence, predict their binding affinity value. This is MHC class I binding data. (1) The peptide sequence is VSHFYFGAY. The MHC is HLA-A03:01 with pseudo-sequence HLA-A03:01. The binding affinity (normalized) is 0.227. (2) The binding affinity (normalized) is 0.348. The peptide sequence is ALGGSVNIWA. The MHC is HLA-A02:01 with pseudo-sequence HLA-A02:01.